From a dataset of Catalyst prediction with 721,799 reactions and 888 catalyst types from USPTO. Predict which catalyst facilitates the given reaction. (1) Reactant: [O:1]1[CH2:5][CH2:4][CH2:3][C@H:2]1[C@H:6]([NH:8][C:9]([C:11]1[C:19]2[C:14](=[N:15][CH:16]=[C:17]([C:20]3[C:28]4[C:23](=[CH:24][C:25]([F:29])=[CH:26][CH:27]=4)[N:22]([CH3:30])[N:21]=3)[N:18]=2)[N:13](COCC[Si](C)(C)C)[CH:12]=1)=[O:10])[CH3:7].FC(F)(F)C(O)=O.C(N)CN. Product: [O:1]1[CH2:5][CH2:4][CH2:3][C@H:2]1[C@H:6]([NH:8][C:9]([C:11]1[C:19]2[C:14](=[N:15][CH:16]=[C:17]([C:20]3[C:28]4[C:23](=[CH:24][C:25]([F:29])=[CH:26][CH:27]=4)[N:22]([CH3:30])[N:21]=3)[N:18]=2)[NH:13][CH:12]=1)=[O:10])[CH3:7]. The catalyst class is: 4. (2) Reactant: C([O:3][C:4](=O)[C:5]1[C:10]([NH2:11])=[CH:9][C:8]([CH3:12])=[N:7][C:6]=1[CH3:13])C.[H-].[Al+3].[Li+].[H-].[H-].[H-].[OH-].[Na+]. Product: [NH2:11][C:10]1[CH:9]=[C:8]([CH3:12])[N:7]=[C:6]([CH3:13])[C:5]=1[CH2:4][OH:3]. The catalyst class is: 7.